From a dataset of Peptide-MHC class I binding affinity with 185,985 pairs from IEDB/IMGT. Regression. Given a peptide amino acid sequence and an MHC pseudo amino acid sequence, predict their binding affinity value. This is MHC class I binding data. (1) The peptide sequence is YSYTIVSSL. The MHC is H-2-Kb with pseudo-sequence H-2-Kb. The binding affinity (normalized) is 0.439. (2) The peptide sequence is PASISSVLT. The MHC is HLA-A68:02 with pseudo-sequence HLA-A68:02. The binding affinity (normalized) is 0.325.